Dataset: Catalyst prediction with 721,799 reactions and 888 catalyst types from USPTO. Task: Predict which catalyst facilitates the given reaction. (1) Reactant: [CH2:1]([O:8][N:9]1[C:14]2[N:15]=[CH:16][N:17]=[CH:18][C:13]=2[C:12]([NH:19][CH2:20][C:21]2[CH:26]=[CH:25][C:24]([O:27][CH3:28])=[CH:23][CH:22]=2)=[C:11](C(OCC)=O)[C:10]1=[O:34])[C:2]1[CH:7]=[CH:6][CH:5]=[CH:4][CH:3]=1.[OH-].[Na+]. Product: [CH2:1]([O:8][N:9]1[C:14]2[N:15]=[CH:16][N:17]=[CH:18][C:13]=2[C:12]([NH:19][CH2:20][C:21]2[CH:22]=[CH:23][C:24]([O:27][CH3:28])=[CH:25][CH:26]=2)=[CH:11][C:10]1=[O:34])[C:2]1[CH:7]=[CH:6][CH:5]=[CH:4][CH:3]=1. The catalyst class is: 5. (2) Reactant: [Br:1][C:2]1[CH:10]=[CH:9][C:8]([N+:11]([O-:13])=[O:12])=[CH:7][C:3]=1[C:4](O)=[O:5].C1COCC1.ClC(OCC(C)C)=O. Product: [Br:1][C:2]1[CH:10]=[CH:9][C:8]([N+:11]([O-:13])=[O:12])=[CH:7][C:3]=1[CH2:4][OH:5]. The catalyst class is: 66. (3) Reactant: [CH3:1][O:2][C:3]1[CH:35]=[CH:34][C:6]([CH2:7][O:8][C@@H:9]2[C@@H:14]([O:15][CH3:16])[C@H:13]([OH:17])[C@H:12]([CH2:18][OH:19])[O:11][C@H:10]2[O:20][C@@H:21]2[C@H:26]3[CH2:27][O:28][C@H:24]([O:25]3)[C@H:23]([N:29]=[N+:30]=[N-:31])[C@H:22]2[O:32][CH3:33])=[CH:5][CH:4]=1.C(N(CC)CC)C.[Si:43](Cl)([C:46]([CH3:49])([CH3:48])[CH3:47])([CH3:45])[CH3:44]. Product: [Si:43]([O:19][CH2:18][C@@H:12]1[O:11][C@@H:10]([O:20][C@@H:21]2[C@H:26]3[CH2:27][O:28][C@H:24]([O:25]3)[C@H:23]([N:29]=[N+:30]=[N-:31])[C@H:22]2[O:32][CH3:33])[C@H:9]([O:8][CH2:7][C:6]2[CH:5]=[CH:4][C:3]([O:2][CH3:1])=[CH:35][CH:34]=2)[C@@H:14]([O:15][CH3:16])[C@@H:13]1[OH:17])([C:46]([CH3:49])([CH3:48])[CH3:47])([CH3:45])[CH3:44]. The catalyst class is: 112. (4) Reactant: C(O[C:6]([N:8]1[CH2:13][CH2:12][N:11]([C:14]2[C:15]3[NH:22][CH:21]=[CH:20][C:16]=3[N:17]=[CH:18][N:19]=2)[CH2:10][CH2:9]1)=[O:7])(C)(C)C.Cl.[NH:24]([C:37]([O:39][C:40]([CH3:43])([CH3:42])[CH3:41])=[O:38])[C@@H:25](C(O)=O)[CH2:26][C:27]1[CH:32]=[CH:31][C:30]([Cl:33])=[CH:29][CH:28]=1.C1C=CC2N(O)N=NC=2C=1.CCN=C=NCCCN(C)C. Product: [C:40]([O:39][C:37](=[O:38])[NH:24][CH:25]([CH2:26][C:27]1[CH:32]=[CH:31][C:30]([Cl:33])=[CH:29][CH:28]=1)[C:6](=[O:7])[N:8]1[CH2:9][CH2:10][N:11]([C:14]2[C:15]3[NH:22][CH:21]=[CH:20][C:16]=3[N:17]=[CH:18][N:19]=2)[CH2:12][CH2:13]1)([CH3:43])([CH3:41])[CH3:42]. The catalyst class is: 135. (5) Reactant: [CH3:1][O:2][C:3]([NH:5][C@H:6]([C:11]([N:13]1[CH2:66][CH2:65][CH2:64][C@H:14]1[C:15]([NH:17][C:18]1[CH:23]=[CH:22][C:21]([CH2:24][N:25]([CH2:32][C:33]2[CH:38]=[CH:37][C:36]([NH:39][C:40](=[O:63])[C@@H:41]3[CH2:45][CH2:44][CH2:43][N:42]3[C:46](=[O:62])[C@H:47]([NH:54]C(OC(C)(C)C)=O)[C:48]3[CH:53]=[CH:52][CH:51]=[CH:50][CH:49]=3)=[CH:35][CH:34]=2)[C:26]2[CH:31]=[CH:30][CH:29]=[CH:28][CH:27]=2)=[CH:20][CH:19]=1)=[O:16])=[O:12])[C:7]([CH3:10])([CH3:9])[CH3:8])=[O:4].FC(F)(F)C(O)=O. The catalyst class is: 2. Product: [CH3:1][O:2][C:3]([NH:5][C@H:6]([C:11]([N:13]1[CH2:66][CH2:65][CH2:64][C@H:14]1[C:15]([NH:17][C:18]1[CH:23]=[CH:22][C:21]([CH2:24][N:25]([CH2:32][C:33]2[CH:34]=[CH:35][C:36]([NH:39][C:40](=[O:63])[C@@H:41]3[CH2:45][CH2:44][CH2:43][N:42]3[C:46](=[O:62])[C@H:47]([NH2:54])[C:48]3[CH:53]=[CH:52][CH:51]=[CH:50][CH:49]=3)=[CH:37][CH:38]=2)[C:26]2[CH:31]=[CH:30][CH:29]=[CH:28][CH:27]=2)=[CH:20][CH:19]=1)=[O:16])=[O:12])[C:7]([CH3:10])([CH3:9])[CH3:8])=[O:4].